From a dataset of Reaction yield outcomes from USPTO patents with 853,638 reactions. Predict the reaction yield, written as a fraction of the theoretical maximum amount of product (1.0 means a 100% yield; for example, 0.34 means a 34% yield). (1) The product is [CH3:1][C:2]1[C:7]([CH:8]([CH2:13][CH2:14][CH3:15])[C:9]([OH:11])=[O:10])=[C:6]([C:16]2[CH:17]=[C:18]3[C:22](=[CH:23][CH:24]=2)[N:21]([CH3:25])[CH2:20][CH2:19]3)[N:5]=[C:4]([C:26]2[CH:31]=[CH:30][CH:29]=[CH:28][CH:27]=2)[N:3]=1. The yield is 0.450. The catalyst is CO. The reactants are [CH3:1][C:2]1[C:7]([CH:8]([CH2:13][CH2:14][CH3:15])[C:9]([O:11]C)=[O:10])=[C:6]([C:16]2[CH:17]=[C:18]3[C:22](=[CH:23][CH:24]=2)[N:21]([CH3:25])[CH2:20][CH2:19]3)[N:5]=[C:4]([C:26]2[CH:31]=[CH:30][CH:29]=[CH:28][CH:27]=2)[N:3]=1.[OH-].[Na+]. (2) The reactants are [CH2:1]([O:8][C:9]([N:11]1[CH2:15][C@H:14]([O:16][Si:17]([C:20]([CH3:23])([CH3:22])[CH3:21])([CH3:19])[CH3:18])[CH2:13][C@@H:12]1[CH2:24][OH:25])=[O:10])[C:2]1[CH:7]=[CH:6][CH:5]=[CH:4][CH:3]=1.C(N(CC)CC)C.[CH3:33][S:34](Cl)(=[O:36])=[O:35].O. The catalyst is ClCCl. The product is [CH2:1]([O:8][C:9]([N:11]1[CH2:15][C@H:14]([O:16][Si:17]([C:20]([CH3:21])([CH3:22])[CH3:23])([CH3:19])[CH3:18])[CH2:13][C@@H:12]1[CH2:24][O:25][S:34]([CH3:33])(=[O:36])=[O:35])=[O:10])[C:2]1[CH:7]=[CH:6][CH:5]=[CH:4][CH:3]=1. The yield is 1.00. (3) The product is [C:59]([O:63][C:64]([N:66]1[CH2:71][CH2:70][C:69]2[N:72]=[C:73]([NH:75][C:23]([C:22]3[C:16]4[NH:15][C:14]([NH:13][C:11]([C:3]5[N:2]=[CH:1][C:10]6[C:5]([CH:4]=5)=[CH:6][CH:7]=[CH:8][CH:9]=6)=[O:12])=[N:18][C:17]=4[CH:19]=[CH:20][CH:21]=3)=[O:24])[S:74][C:68]=2[CH2:67]1)=[O:65])([CH3:62])([CH3:60])[CH3:61]. The yield is 0.550. The reactants are [CH:1]1[C:10]2[C:5](=[CH:6][CH:7]=[CH:8][CH:9]=2)[CH:4]=[C:3]([C:11]([NH:13][C:14]2[NH:15][C:16]3[C:22]([C:23](O)=[O:24])=[CH:21][CH:20]=[CH:19][C:17]=3[N:18]=2)=[O:12])[N:2]=1.CN(C(ON1N=NC2C=CC=CC1=2)=[N+](C)C)C.F[P-](F)(F)(F)(F)F.CCN(C(C)C)C(C)C.[C:59]([O:63][C:64]([N:66]1[CH2:71][CH2:70][C:69]2[N:72]=[C:73]([NH2:75])[S:74][C:68]=2[CH2:67]1)=[O:65])([CH3:62])([CH3:61])[CH3:60]. The catalyst is CN(C=O)C. (4) The reactants are [N+:1]([C:4]1[CH:10]=[C:9]([N+:11]([O-:13])=[O:12])[CH:8]=[CH:7][C:5]=1[NH2:6])([O-:3])=[O:2].[Br:14]Br. The catalyst is CC(O)=O.CCOC(C)=O. The product is [N+:1]([C:4]1[CH:10]=[C:9]([N+:11]([O-:13])=[O:12])[CH:8]=[C:7]([Br:14])[C:5]=1[NH2:6])([O-:3])=[O:2]. The yield is 0.920. (5) The reactants are [F:1][C:2]1[CH:3]=[C:4]([N:9]2[CH2:13][C@H:12]([CH2:14][OH:15])[O:11][C:10]2=[O:16])[CH:5]=[CH:6][C:7]=1[I:8].C(N(CC)C(C)C)(C)C.[CH3:26][S:27](Cl)(=[O:29])=[O:28]. The catalyst is C(Cl)Cl. The product is [F:1][C:2]1[CH:3]=[C:4]([N:9]2[CH2:13][C@H:12]([CH2:14][O:15][S:27]([CH3:26])(=[O:29])=[O:28])[O:11][C:10]2=[O:16])[CH:5]=[CH:6][C:7]=1[I:8]. The yield is 0.975. (6) The reactants are [NH2:1][C:2]1[CH:7]=[CH:6][CH:5]=[CH:4][C:3]=1[CH2:8][CH2:9][NH:10][CH:11]1[CH2:16][CH2:15][N:14]([CH2:17][C:18]2[CH:23]=[CH:22][CH:21]=[CH:20][CH:19]=2)[CH2:13][CH2:12]1.[C:24](C1NC=CN=1)(C1NC=CN=1)=[O:25]. The catalyst is O1CCCC1. The product is [CH2:17]([N:14]1[CH2:13][CH2:12][CH:11]([N:10]2[CH2:9][CH2:8][C:3]3[CH:4]=[CH:5][CH:6]=[CH:7][C:2]=3[NH:1][C:24]2=[O:25])[CH2:16][CH2:15]1)[C:18]1[CH:19]=[CH:20][CH:21]=[CH:22][CH:23]=1. The yield is 0.210. (7) The reactants are [N:1]1([C:7]2[CH:24]=[CH:23][C:10]3[CH2:11][N:12](C(OC(C)(C)C)=O)[CH2:13][CH2:14][O:15][C:9]=3[CH:8]=2)[CH2:6][CH2:5][O:4][CH2:3][CH2:2]1.C(OCC)(=O)C.[ClH:31]. No catalyst specified. The product is [ClH:31].[N:1]1([C:7]2[CH:24]=[CH:23][C:10]3[CH2:11][NH:12][CH2:13][CH2:14][O:15][C:9]=3[CH:8]=2)[CH2:6][CH2:5][O:4][CH2:3][CH2:2]1. The yield is 0.545.